From a dataset of Forward reaction prediction with 1.9M reactions from USPTO patents (1976-2016). Predict the product of the given reaction. (1) Given the reactants [CH:1]1([C@H:7]([NH:12][C:13]([C:15]2[CH:19]=[C:18]([C:20]3[CH:25]=[CH:24][C:23]([F:26])=[CH:22][CH:21]=3)[S:17][C:16]=2[NH:27][C:28]([NH:30][C:31]2[C:36]([Cl:37])=[CH:35][CH:34]=[CH:33][C:32]=2[Cl:38])=[O:29])=[O:14])[C:8]([O:10]C)=[O:9])[CH2:6][CH2:5][CH2:4][CH2:3][CH2:2]1.[OH-].[Li+], predict the reaction product. The product is: [CH:1]1([C@H:7]([NH:12][C:13]([C:15]2[CH:19]=[C:18]([C:20]3[CH:21]=[CH:22][C:23]([F:26])=[CH:24][CH:25]=3)[S:17][C:16]=2[NH:27][C:28]([NH:30][C:31]2[C:32]([Cl:38])=[CH:33][CH:34]=[CH:35][C:36]=2[Cl:37])=[O:29])=[O:14])[C:8]([OH:10])=[O:9])[CH2:6][CH2:5][CH2:4][CH2:3][CH2:2]1. (2) Given the reactants [Cl:1][C:2]1[NH:3][C:4]([C:12]2[CH:17]=[CH:16][CH:15]=[CH:14][CH:13]=2)=[CH:5][C:6]=1[C:7]([O:9][CH2:10][CH3:11])=[O:8].[H-].[Na+].C1OCCOCCOCCOCCOC1.[C:35]1([S:41](Cl)(=[O:43])=[O:42])[CH:40]=[CH:39][CH:38]=[CH:37][CH:36]=1, predict the reaction product. The product is: [Cl:1][C:2]1[N:3]([S:41]([C:35]2[CH:40]=[CH:39][CH:38]=[CH:37][CH:36]=2)(=[O:43])=[O:42])[C:4]([C:12]2[CH:17]=[CH:16][CH:15]=[CH:14][CH:13]=2)=[CH:5][C:6]=1[C:7]([O:9][CH2:10][CH3:11])=[O:8].